From a dataset of Forward reaction prediction with 1.9M reactions from USPTO patents (1976-2016). Predict the product of the given reaction. (1) Given the reactants Cl[C:2]1[C:7]([N+:8]([O-:10])=[O:9])=[CH:6][CH:5]=[C:4]([Cl:11])[N:3]=1.CCO.O.[NH3:16], predict the reaction product. The product is: [Cl:11][C:4]1[N:3]=[C:2]([NH2:16])[C:7]([N+:8]([O-:10])=[O:9])=[CH:6][CH:5]=1. (2) The product is: [ClH:21].[CH2:1]([S:3]([N:6]1[CH2:7][CH2:8][CH:9]([CH2:12][NH2:13])[CH2:10][CH2:11]1)(=[O:4])=[O:5])[CH3:2]. Given the reactants [CH2:1]([S:3]([N:6]1[CH2:11][CH2:10][CH:9]([CH2:12][NH:13]C(=O)OC(C)(C)C)[CH2:8][CH2:7]1)(=[O:5])=[O:4])[CH3:2].[ClH:21].O1CCOCC1, predict the reaction product. (3) Given the reactants [C:12]([O:11][C:9](O[C:9]([O:11][C:12]([CH3:15])([CH3:14])[CH3:13])=[O:10])=[O:10])([CH3:15])([CH3:14])[CH3:13].Br.Br.[CH:18]12[CH2:24][CH:21]([NH:22][CH2:23]1)[CH2:20][NH:19]2.C(N(CC)CC)C, predict the reaction product. The product is: [CH:18]12[CH2:24][CH:21]([NH:22][CH2:23]1)[CH2:20][N:19]2[C:9]([O:11][C:12]([CH3:13])([CH3:14])[CH3:15])=[O:10]. (4) The product is: [NH:7]([C:14]1[C:19]([Br:20])=[CH:18][N:17]=[C:16]([NH:21][C:22]2[CH:27]=[CH:26][CH:25]=[C:24]([O:28][CH2:30][CH:31]3[CH2:36][CH2:35][CH2:34][N:33]([CH3:37])[CH2:32]3)[CH:23]=2)[N:15]=1)[C:8]1[CH:13]=[CH:12][CH:11]=[CH:10][CH:9]=1. Given the reactants C(=O)([O-])[O-].[K+].[K+].[NH:7]([C:14]1[C:19]([Br:20])=[CH:18][N:17]=[C:16]([NH:21][C:22]2[CH:27]=[CH:26][CH:25]=[C:24]([OH:28])[CH:23]=2)[N:15]=1)[C:8]1[CH:13]=[CH:12][CH:11]=[CH:10][CH:9]=1.Cl[CH2:30][CH:31]1[CH2:36][CH2:35][CH2:34][N:33]([CH3:37])[CH2:32]1, predict the reaction product. (5) Given the reactants [CH:1]1([C:4]2[N:13]=[C:12]([N:14]3[CH2:19][CH2:18][N:17]([C:20]4[CH:25]=[CH:24][C:23](F)=[CH:22][C:21]=4[O:27][CH3:28])[CH2:16][CH2:15]3)[C:11]3[C:6](=[CH:7][C:8]([O:31][CH3:32])=[C:9]([O:29][CH3:30])[CH:10]=3)[N:5]=2)[CH2:3][CH2:2]1.FC1C=CC(N2CCNCC2)=[C:36]([O:46]C)C=1.COC1C=C(OC)C=CC=1N1CCNCC1, predict the reaction product. The product is: [CH:1]1([C:4]2[N:13]=[C:12]([N:14]3[CH2:19][CH2:18][N:17]([C:20]4[CH:25]=[CH:24][C:23]([O:46][CH3:36])=[CH:22][C:21]=4[O:27][CH3:28])[CH2:16][CH2:15]3)[C:11]3[C:6](=[CH:7][C:8]([O:31][CH3:32])=[C:9]([O:29][CH3:30])[CH:10]=3)[N:5]=2)[CH2:3][CH2:2]1.